From a dataset of Catalyst prediction with 721,799 reactions and 888 catalyst types from USPTO. Predict which catalyst facilitates the given reaction. (1) Reactant: C1(P(C2C=CC=CC=2)C2C=CC=CC=2)C=CC=CC=1.C(=O)([O-])[O-].[Cs+].[Cs+].Br[C:27]1[CH:28]=[N:29][CH:30]=[C:31]([C:33]([F:36])([F:35])[F:34])[CH:32]=1.[CH:37]([Si:40]([CH:45]([CH3:47])[CH3:46])([CH:42]([CH3:44])[CH3:43])[SH:41])([CH3:39])[CH3:38]. Product: [F:34][C:33]([F:36])([F:35])[C:31]1[CH:30]=[N:29][CH:28]=[C:27]([S:41][Si:40]([CH:42]([CH3:44])[CH3:43])([CH:45]([CH3:47])[CH3:46])[CH:37]([CH3:38])[CH3:39])[CH:32]=1. The catalyst class is: 487. (2) Reactant: C[O:2][C:3](=[O:32])[C:4]1[CH:9]=[CH:8][C:7]([NH:10][C:11](=[O:31])[CH:12]([C:19]2[CH:24]=[CH:23][C:22]([C:25]3[CH:30]=[CH:29][CH:28]=[CH:27][CH:26]=3)=[CH:21][CH:20]=2)[CH2:13][CH:14]2[CH2:18][CH2:17][CH2:16][CH2:15]2)=[N:6][CH:5]=1.[OH-].[Na+]. Product: [C:22]1([C:25]2[CH:30]=[CH:29][CH:28]=[CH:27][CH:26]=2)[CH:21]=[CH:20][C:19]([CH:12]([CH2:13][CH:14]2[CH2:18][CH2:17][CH2:16][CH2:15]2)[C:11]([NH:10][C:7]2[CH:8]=[CH:9][C:4]([C:3]([OH:32])=[O:2])=[CH:5][N:6]=2)=[O:31])=[CH:24][CH:23]=1. The catalyst class is: 5. (3) Reactant: [CH3:1][C:2]1[C:6]([C:7]2[CH:13]=[C:12]([N+:14]([O-:16])=[O:15])[C:10]([NH2:11])=[C:9]([I:17])[CH:8]=2)=[C:5]([CH3:18])[O:4][N:3]=1.[C:19](=O)([O-])[O-].[Cs+].[Cs+].IC. Product: [CH3:1][C:2]1[C:6]([C:7]2[CH:13]=[C:12]([N+:14]([O-:16])=[O:15])[C:10]([NH:11][CH3:19])=[C:9]([I:17])[CH:8]=2)=[C:5]([CH3:18])[O:4][N:3]=1. The catalyst class is: 3. (4) Reactant: [OH:1][C@H:2]1[CH2:6][CH2:5][N:4]([CH2:7][C@H:8]([C:24]2[CH:25]=[C:26]([CH:30]=[CH:31][CH:32]=2)[C:27](O)=[O:28])[N:9]([CH3:23])[C:10](=[O:22])[CH2:11][C:12]2[CH:20]=[C:19]3[C:15]([CH2:16][C:17](=[O:21])[NH:18]3)=[CH:14][CH:13]=2)[CH2:3]1.CN(C(ON1N=N[C:43]2C=[CH:45][CH:46]=[N:47][C:42]1=2)=[N+](C)C)C.F[P-](F)(F)(F)(F)F.CCN(C(C)C)C(C)C.C(NCC)C. Product: [CH2:46]([N:47]([CH2:42][CH3:43])[C:27](=[O:28])[C:26]1[CH:30]=[CH:31][CH:32]=[C:24]([C@H:8]([N:9]([CH3:23])[C:10](=[O:22])[CH2:11][C:12]2[CH:20]=[C:19]3[C:15]([CH2:16][C:17](=[O:21])[NH:18]3)=[CH:14][CH:13]=2)[CH2:7][N:4]2[CH2:5][CH2:6][C@H:2]([OH:1])[CH2:3]2)[CH:25]=1)[CH3:45]. The catalyst class is: 9.